Task: Predict which catalyst facilitates the given reaction.. Dataset: Catalyst prediction with 721,799 reactions and 888 catalyst types from USPTO (1) Reactant: [H-].[Al+3].[Li+].[H-].[H-].[H-].[CH:7]([C:11]1[CH:20]=[CH:19][C:14]([C:15](OC)=[O:16])=[CH:13][CH:12]=1)=[CH:8][CH2:9][CH3:10].O.[OH-].[Na+]. Product: [CH:7](/[C:11]1[CH:12]=[CH:13][C:14]([CH2:15][OH:16])=[CH:19][CH:20]=1)=[CH:8]\[CH2:9][CH3:10]. The catalyst class is: 27. (2) Reactant: C([N:8]1[CH2:13][CH2:12][Si:11]([CH3:20])([C:14]2[CH:19]=[CH:18][CH:17]=[CH:16][CH:15]=2)[CH2:10][CH2:9]1)C1C=CC=CC=1.[Cl:21]C(OC(Cl)C)=O. Product: [ClH:21].[CH3:20][Si:11]1([C:14]2[CH:15]=[CH:16][CH:17]=[CH:18][CH:19]=2)[CH2:10][CH2:9][NH:8][CH2:13][CH2:12]1. The catalyst class is: 96. (3) Reactant: [CH2:1]([N:3]1[C:7]2[CH:8]=[CH:9][C:10]([C:12]3[CH2:17][S:16][C:15](=[O:18])[NH:14][N:13]=3)=[CH:11][C:6]=2[N:5]=[C:4]1[C:19]1[CH:24]=[CH:23][CH:22]=[C:21]([O:25][CH3:26])[CH:20]=1)[CH3:2].Br[CH2:28][CH2:29][O:30][CH:31]1[CH2:36][CH2:35][CH2:34][CH2:33][O:32]1.C(=O)([O-])[O-].[Cs+].[Cs+].O. Product: [CH2:1]([N:3]1[C:7]2[CH:8]=[CH:9][C:10]([C:12]3[CH2:17][S:16][C:15](=[O:18])[N:14]([CH2:28][CH2:29][O:30][CH:31]4[CH2:36][CH2:35][CH2:34][CH2:33][O:32]4)[N:13]=3)=[CH:11][C:6]=2[N:5]=[C:4]1[C:19]1[CH:24]=[CH:23][CH:22]=[C:21]([O:25][CH3:26])[CH:20]=1)[CH3:2]. The catalyst class is: 9. (4) Reactant: [C:1]1([C:7]2[CH:16]=[CH:15][CH:14]=[C:13]3[C:8]=2[C:9]([NH:31][CH2:32][C:33]2[CH:38]=[CH:37][CH:36]=[CH:35][N:34]=2)=[N:10][C:11]([C:17]2[CH:18]=[C:19]([S:23]([NH:26][P:27](=[O:30])([OH:29])[OH:28])(=[O:25])=[O:24])[CH:20]=[N:21][CH:22]=2)=[N:12]3)[CH:6]=[CH:5][CH:4]=[CH:3][CH:2]=1.[OH-].[Ca+2:40].[OH-]. The catalyst class is: 40. Product: [C:1]1([C:7]2[CH:16]=[CH:15][CH:14]=[C:13]3[C:8]=2[C:9]([NH:31][CH2:32][C:33]2[CH:38]=[CH:37][CH:36]=[CH:35][N:34]=2)=[N:10][C:11]([C:17]2[CH:18]=[C:19]([S:23]([NH:26][P:27](=[O:28])([O-:29])[O-:30])(=[O:24])=[O:25])[CH:20]=[N:21][CH:22]=2)=[N:12]3)[CH:2]=[CH:3][CH:4]=[CH:5][CH:6]=1.[Ca+2:40]. (5) Reactant: [Li+].[OH-].O.[Cl:4][C:5]1[CH:36]=[CH:35][CH:34]=[C:33]([Cl:37])[C:6]=1[C:7]([NH:9][C@H:10]([C:29]([O:31]C)=[O:30])[CH2:11][C:12]1[CH:17]=[CH:16][C:15]([O:18][CH2:19][CH2:20][C:21]2[CH:26]=[CH:25][CH:24]=[C:23]([NH:27][CH3:28])[N:22]=2)=[CH:14][CH:13]=1)=[O:8]. Product: [Cl:4][C:5]1[CH:36]=[CH:35][CH:34]=[C:33]([Cl:37])[C:6]=1[C:7]([NH:9][C@H:10]([C:29]([OH:31])=[O:30])[CH2:11][C:12]1[CH:17]=[CH:16][C:15]([O:18][CH2:19][CH2:20][C:21]2[CH:26]=[CH:25][CH:24]=[C:23]([NH:27][CH3:28])[N:22]=2)=[CH:14][CH:13]=1)=[O:8]. The catalyst class is: 3. (6) Reactant: [CH3:1][O:2][C:3](=[O:17])[C:4]1[CH:9]=[C:8]([N+:10]([O-])=O)[C:7]([Cl:13])=[C:6]([N+:14]([O-])=O)[CH:5]=1.Cl[Sn]Cl. Product: [CH3:1][O:2][C:3](=[O:17])[C:4]1[CH:9]=[C:8]([NH2:10])[C:7]([Cl:13])=[C:6]([NH2:14])[CH:5]=1. The catalyst class is: 5.